This data is from Reaction yield outcomes from USPTO patents with 853,638 reactions. The task is: Predict the reaction yield, written as a fraction of the theoretical maximum amount of product (1.0 means a 100% yield; for example, 0.34 means a 34% yield). (1) The reactants are [O:1]1[CH2:6][CH2:5][O:4][C:3]2[CH:7]=[C:8]([N:11]3[C:20]4[C:15](=[CH:16][CH:17]=[CH:18][CH:19]=4)[N:14]=[C:13]([C:21]([O:23]CC)=[O:22])[C:12]3=[O:26])[CH:9]=[CH:10][C:2]1=2.[OH-].[Na+].Cl. The catalyst is C(O)C. The product is [O:1]1[CH2:6][CH2:5][O:4][C:3]2[CH:7]=[C:8]([N:11]3[C:20]4[C:15](=[CH:16][CH:17]=[CH:18][CH:19]=4)[N:14]=[C:13]([C:21]([OH:23])=[O:22])[C:12]3=[O:26])[CH:9]=[CH:10][C:2]1=2. The yield is 0.940. (2) The reactants are Cl.[N+:2]([C:5]1[CH:11]=[C:10]([N+:12]([O-])=O)[CH:9]=[C:8]([I:15])[C:6]=1[NH2:7])([O-])=O.CO.[CH3:18]COC(C)=O. No catalyst specified. The product is [I:15][C:8]1[C:6]2[N:7]=[CH:18][NH:2][C:5]=2[CH:11]=[C:10]([NH2:12])[CH:9]=1. The yield is 0.330. (3) The reactants are [CH:1]1([C:5]([NH:7][C:8]2[N:16]=[C:15]([C:17]([F:20])([F:19])[F:18])[CH:14]=[CH:13][C:9]=2[C:10]([NH2:12])=[O:11])=O)[CH2:4][CH2:3][CH2:2]1.N. The catalyst is C(OC(=O)C)(=O)C. The product is [CH:1]1([C:5]2[NH:12][C:10](=[O:11])[C:9]3[CH:13]=[CH:14][C:15]([C:17]([F:20])([F:19])[F:18])=[N:16][C:8]=3[N:7]=2)[CH2:4][CH2:3][CH2:2]1. The yield is 0.300. (4) The reactants are [Cl:1][C:2]1[CH:7]=[C:6]([C:8]([F:11])([F:10])[F:9])[CH:5]=[CH:4][C:3]=1[CH2:12][C:13]([OH:15])=O.[F:16][C:17]1[CH:22]=[CH:21][C:20]([N:23]2[C:31]3[CH2:30][CH2:29][CH2:28][NH:27][C:26]=3[CH:25]=[N:24]2)=[CH:19][CH:18]=1.CCN(C(C)C)C(C)C. The catalyst is CN(C=O)C. The product is [Cl:1][C:2]1[CH:7]=[C:6]([C:8]([F:9])([F:10])[F:11])[CH:5]=[CH:4][C:3]=1[CH2:12][C:13]([N:27]1[CH2:28][CH2:29][CH2:30][C:31]2[N:23]([C:20]3[CH:21]=[CH:22][C:17]([F:16])=[CH:18][CH:19]=3)[N:24]=[CH:25][C:26]1=2)=[O:15]. The yield is 0.250. (5) The reactants are IC1C=CN(C)C(=O)C=1.OC(C)(C)C[C@@:13]1([C:37]2[CH:42]=[CH:41][CH:40]=[CH:39][CH:38]=2)[O:18][C:17](=[O:19])[N:16]([C@H](C2C=CC(B3OC(C)(C)C(C)(C)O3)=CC=2)C)[CH2:15][CH2:14]1.C([O-])([O-])=O.[Cs+].[Cs+]. The catalyst is O1CCOCC1.Cl[Pd](Cl)([P](C1C=CC=CC=1)(C1C=CC=CC=1)C1C=CC=CC=1)[P](C1C=CC=CC=1)(C1C=CC=CC=1)C1C=CC=CC=1. The product is [C:37]1([CH:13]2[O:18][C:17](=[O:19])[NH:16][CH2:15][CH2:14]2)[CH:38]=[CH:39][CH:40]=[CH:41][CH:42]=1. The yield is 0.280.